Dataset: Reaction yield outcomes from USPTO patents with 853,638 reactions. Task: Predict the reaction yield, written as a fraction of the theoretical maximum amount of product (1.0 means a 100% yield; for example, 0.34 means a 34% yield). (1) The reactants are [C:1]([C:3]1[N:8]=[CH:7][C:6]([C:9]2(O)[CH2:14][CH2:13][N:12]([C:15]([O:17][C:18]([CH3:21])([CH3:20])[CH3:19])=[O:16])[CH2:11][CH2:10]2)=[CH:5][CH:4]=1)#[N:2].O=P(Cl)(Cl)Cl. The catalyst is N1C=CC=CC=1. The product is [C:1]([C:3]1[N:8]=[CH:7][C:6]([C:9]2[CH2:14][CH2:13][N:12]([C:15]([O:17][C:18]([CH3:21])([CH3:20])[CH3:19])=[O:16])[CH2:11][CH:10]=2)=[CH:5][CH:4]=1)#[N:2]. The yield is 0.460. (2) The reactants are Br[C:2]1[CH:7]=[CH:6][C:5]([C@@H:8]([N:10]2[CH2:15][CH2:14][C@:13]([CH2:22][CH2:23][CH2:24][OH:25])([C:16]3[CH:21]=[CH:20][CH:19]=[CH:18][CH:17]=3)[O:12][C:11]2=[O:26])[CH3:9])=[CH:4][CH:3]=1.[B:27]1([B:27]2[O:31][C:30]([CH3:33])([CH3:32])[C:29]([CH3:35])([CH3:34])[O:28]2)[O:31][C:30]([CH3:33])([CH3:32])[C:29]([CH3:35])([CH3:34])[O:28]1.CC([O-])=O.[K+]. The catalyst is CS(C)=O.Cl[Pd]Cl. The product is [OH:25][CH2:24][CH2:23][CH2:22][C@@:13]1([C:16]2[CH:21]=[CH:20][CH:19]=[CH:18][CH:17]=2)[O:12][C:11](=[O:26])[N:10]([C@H:8]([C:5]2[CH:6]=[CH:7][C:2]([B:27]3[O:31][C:30]([CH3:33])([CH3:32])[C:29]([CH3:35])([CH3:34])[O:28]3)=[CH:3][CH:4]=2)[CH3:9])[CH2:15][CH2:14]1. The yield is 0.770.